From a dataset of Full USPTO retrosynthesis dataset with 1.9M reactions from patents (1976-2016). Predict the reactants needed to synthesize the given product. (1) Given the product [CH2:18]([N:15]([P:9]([N:10]([CH2:11][CH3:12])[CH2:13][CH3:14])[CH2:3][Si:4]([CH3:7])([CH3:6])[CH3:5])[CH2:16][CH3:17])[CH3:19], predict the reactants needed to synthesize it. The reactants are: [Mg].Cl[CH2:3][Si:4]([CH3:7])([CH3:6])[CH3:5].Cl[P:9]([N:15]([CH2:18][CH3:19])[CH2:16][CH3:17])[N:10]([CH2:13][CH3:14])[CH2:11][CH3:12]. (2) Given the product [CH3:23][O:22][C:18](=[O:21])[C:19]#[C:20][C:2]1[CH:7]=[CH:6][C:5]([N+:8]([O-:10])=[O:9])=[CH:4][CH:3]=1, predict the reactants needed to synthesize it. The reactants are: I[C:2]1[CH:7]=[CH:6][C:5]([N+:8]([O-:10])=[O:9])=[CH:4][CH:3]=1.C(N(CC)CC)C.[C:18]([O:22][CH3:23])(=[O:21])[C:19]#[CH:20]. (3) Given the product [CH2:1]([O:13][C:14]1[CH:21]=[CH:20][C:17]([C:18]2[S:29][C:24]3[CH:25]=[CH:26][CH:27]=[CH:28][C:23]=3[N:22]=2)=[CH:16][CH:15]=1)[CH2:2][CH2:3][CH2:4][CH2:5][CH2:6][CH2:7][CH2:8][CH2:9][CH2:10][CH2:11][CH3:12], predict the reactants needed to synthesize it. The reactants are: [CH2:1]([O:13][C:14]1[CH:21]=[CH:20][C:17]([CH:18]=O)=[CH:16][CH:15]=1)[CH2:2][CH2:3][CH2:4][CH2:5][CH2:6][CH2:7][CH2:8][CH2:9][CH2:10][CH2:11][CH3:12].[NH2:22][C:23]1[CH:28]=[CH:27][CH:26]=[CH:25][C:24]=1[SH:29].CS(C)=O. (4) The reactants are: [CH2:1]([C:3]1[O:4][C:5]2[C:15]([N:16]=1)=[CH:14][C:8]1[CH2:9][CH2:10][NH:11][CH2:12][CH2:13][C:7]=1[CH:6]=2)[CH3:2].[Cl:17][CH2:18][CH2:19][CH2:20][S:21][C:22]1[N:26]([CH3:27])[C:25]([C:28]2[O:32][CH:31]=[N:30][C:29]=2[CH3:33])=[N:24][N:23]=1. Given the product [ClH:17].[CH2:1]([C:3]1[O:4][C:5]2[C:15]([N:16]=1)=[CH:14][C:8]1[CH2:9][CH2:10][N:11]([CH2:18][CH2:19][CH2:20][S:21][C:22]3[N:26]([CH3:27])[C:25]([C:28]4[O:32][CH:31]=[N:30][C:29]=4[CH3:33])=[N:24][N:23]=3)[CH2:12][CH2:13][C:7]=1[CH:6]=2)[CH3:2], predict the reactants needed to synthesize it. (5) The reactants are: [NH2:1][C:2]1[N:10]=[CH:9][N:8]=[C:7]2[C:3]=1[N:4]=[CH:5][N:6]2[C@H:11]1[C@@H:15]2[O:16][C:17]([CH3:20])([CH3:19])[O:18][C@@H:14]2[C@@H:13]([CH2:21][NH:22][CH2:23][CH2:24][CH2:25][NH:26][C:27]([NH:29][C:30]2[CH:35]=[CH:34][C:33]([C:36]([CH3:39])([CH3:38])[CH3:37])=[CH:32][CH:31]=2)=[O:28])[O:12]1.[CH3:40][C:41](=O)[CH2:42][CH3:43].[BH-](OC(C)=O)(OC(C)=O)OC(C)=O.[Na+]. Given the product [NH2:1][C:2]1[N:10]=[CH:9][N:8]=[C:7]2[C:3]=1[N:4]=[CH:5][N:6]2[C@H:11]1[C@@H:15]2[O:16][C:17]([CH3:19])([CH3:20])[O:18][C@@H:14]2[C@@H:13]([CH2:21][N:22]([CH:41]([CH2:42][CH3:43])[CH3:40])[CH2:23][CH2:24][CH2:25][NH:26][C:27]([NH:29][C:30]2[CH:35]=[CH:34][C:33]([C:36]([CH3:39])([CH3:38])[CH3:37])=[CH:32][CH:31]=2)=[O:28])[O:12]1, predict the reactants needed to synthesize it. (6) Given the product [F:1][C@H:2]1[CH2:19][C@@:17]2([CH3:18])[C@@H:13]([CH2:14][CH2:15][C@@H:16]2[OH:20])[C@H:12]2[C@H:3]1[C@@H:4]1[C:9]([CH2:10][C@H:11]2[CH3:21])=[CH:8][C:7](=[O:22])[CH2:6][CH2:5]1, predict the reactants needed to synthesize it. The reactants are: [F:1][C@H:2]1[CH2:19][C@@:17]2([CH3:18])[C@@H:13]([CH2:14][CH2:15][C:16]2=[O:20])[C@H:12]2[C@H:3]1[C@@H:4]1[C:9]([CH2:10][C@H:11]2[CH3:21])=[CH:8][C:7](=[O:22])[CH2:6][CH2:5]1.C(O)C.O.[BH4-].[Na+]. (7) The reactants are: [CH3:1][C:2]1([CH2:7][NH2:8])[CH2:6][CH2:5][CH2:4][CH2:3]1.Cl[C:10]([O:12][CH2:13][CH3:14])=[O:11].O. Given the product [CH2:13]([O:12][C:10](=[O:11])[NH:8][CH2:7][C:2]1([CH3:1])[CH2:6][CH2:5][CH2:4][CH2:3]1)[CH3:14], predict the reactants needed to synthesize it. (8) The reactants are: [ClH:1].[CH:2]1([C:5]([C:7]2[CH:12]=[CH:11][C:10]([CH2:13][CH:14]([C:19]([O:21][CH3:22])=[O:20])[C:15]([O:17][CH3:18])=[O:16])=[CH:9][CH:8]=2)=[O:6])[CH2:4][CH2:3]1. Given the product [Cl:1][CH2:4][CH2:3][CH2:2][C:5]([C:7]1[CH:12]=[CH:11][C:10]([CH2:13][CH:14]([C:19]([O:21][CH3:22])=[O:20])[C:15]([O:17][CH3:18])=[O:16])=[CH:9][CH:8]=1)=[O:6], predict the reactants needed to synthesize it.